This data is from Catalyst prediction with 721,799 reactions and 888 catalyst types from USPTO. The task is: Predict which catalyst facilitates the given reaction. (1) Reactant: [F:1][C:2]1[CH:7]=[CH:6][C:5]([CH2:8][CH2:9][CH2:10][NH:11][C@H:12]2[CH2:17][CH2:16][C@H:15]([C:18]3[CH:27]=[CH:26][C:21]4[NH:22][C:23](=[O:25])[O:24][C:20]=4[CH:19]=3)[CH2:14][CH2:13]2)=[CH:4][CH:3]=1.C([O-])([O-])=O.[K+].[K+].Cl.FC1C=CC(CCCN[C@H]2CC[C@H:49]([C:52]3[CH:61]=CC4NC(=O)[O:58][C:54]=4[CH:53]=3)CC2)=CC=1.O1C=CC(C=O)=C1.[BH-](OC(C)=O)(OC(C)=O)OC(C)=O.[Na+].[OH-].[Na+]. Product: [F:1][C:2]1[CH:7]=[CH:6][C:5]([CH2:8][CH2:9][CH2:10][N:11]([CH2:49][C:52]2[CH:53]=[CH:54][O:58][CH:61]=2)[C@H:12]2[CH2:17][CH2:16][C@H:15]([C:18]3[CH:27]=[CH:26][C:21]4[NH:22][C:23](=[O:25])[O:24][C:20]=4[CH:19]=3)[CH2:14][CH2:13]2)=[CH:4][CH:3]=1. The catalyst class is: 36. (2) Reactant: [CH3:1][O:2][C:3]1[N:8]=[C:7]([C:9]([N:11]2[CH2:16][CH2:15][NH:14][C@H:13]([CH3:17])[CH2:12]2)=[O:10])[CH:6]=[CH:5][CH:4]=1.[Cl:18][C:19]1[CH:20]=[C:21]([N:25]2[CH:29]=[N:28][C:27]([C:30](O)=[O:31])=[N:26]2)[CH:22]=[CH:23][CH:24]=1.CN(C(ON1N=NC2C=CC=CC1=2)=[N+](C)C)C.[B-](F)(F)(F)F.CCN(C(C)C)C(C)C. Product: [Cl:18][C:19]1[CH:20]=[C:21]([N:25]2[CH:29]=[N:28][C:27]([C:30]([N:14]3[CH2:15][CH2:16][N:11]([C:9]([C:7]4[CH:6]=[CH:5][CH:4]=[C:3]([O:2][CH3:1])[N:8]=4)=[O:10])[CH2:12][C@H:13]3[CH3:17])=[O:31])=[N:26]2)[CH:22]=[CH:23][CH:24]=1. The catalyst class is: 3. (3) Reactant: Cl.CN(C)CCCN=C=NCC.[C:13]([O:17][C:18]([N:20]1[CH2:24][CH2:23][CH:22]([O:25][C:26]2[CH:27]=[C:28]([CH:32]=[CH:33][CH:34]=2)[C:29]([OH:31])=O)[CH2:21]1)=[O:19])([CH3:16])([CH3:15])[CH3:14].[NH2:35][C:36]1[CH:37]=[C:38]([CH:54]=[CH:55][C:56]=1[CH3:57])[C:39]([NH:41][C:42]1[CH:47]=[CH:46][CH:45]=[C:44]([N:48]2[CH2:53][CH2:52][O:51][CH2:50][CH2:49]2)[CH:43]=1)=[O:40].ON1C2C=CC=CC=2N=N1. Product: [C:13]([O:17][C:18]([N:20]1[CH2:24][CH2:23][CH:22]([O:25][C:26]2[CH:27]=[C:28]([CH:32]=[CH:33][CH:34]=2)[C:29]([NH:35][C:36]2[CH:37]=[C:38]([CH:54]=[CH:55][C:56]=2[CH3:57])[C:39]([NH:41][C:42]2[CH:47]=[CH:46][CH:45]=[C:44]([N:48]3[CH2:49][CH2:50][O:51][CH2:52][CH2:53]3)[CH:43]=2)=[O:40])=[O:31])[CH2:21]1)=[O:19])([CH3:14])([CH3:15])[CH3:16]. The catalyst class is: 3. (4) Reactant: [CH2:1]([O:8][C:9](=[O:15])[NH:10][CH2:11][C@@H:12]1[CH2:14][O:13]1)[C:2]1[CH:7]=[CH:6][CH:5]=[CH:4][CH:3]=1.[NH2:16][CH:17]1[CH2:21][CH2:20][N:19]([C:22]([O:24][C:25]([CH3:28])([CH3:27])[CH3:26])=[O:23])[CH2:18]1. Product: [C:25]([O:24][C:22]([N:19]1[CH2:20][CH2:21][CH:17]([NH:16][CH2:14][C@H:12]([OH:13])[CH2:11][NH:10][C:9]([O:8][CH2:1][C:2]2[CH:7]=[CH:6][CH:5]=[CH:4][CH:3]=2)=[O:15])[CH2:18]1)=[O:23])([CH3:28])([CH3:26])[CH3:27]. The catalyst class is: 23. (5) Reactant: [S:1]1[CH:5]=[CH:4][N:3]=[C:2]1[S:6]([NH2:9])(=[O:8])=[O:7].C1(P(C2CCCCC2)C2C=CC=CC=2C2C(C(C)C)=CC(C(C)C)=CC=2C(C)C)CCCCC1.C(=O)([O-])[O-].[Cs+].[Cs+].[CH2:50]([O:52][C:53](=[O:74])[C@H:54]([O:56][C:57]1[CH:62]=[C:61](Cl)[N:60]=[C:59]([S:64][CH2:65][C:66]2[CH:71]=[CH:70][CH:69]=[C:68]([F:72])[C:67]=2[F:73])[N:58]=1)[CH3:55])[CH3:51]. Product: [CH2:50]([O:52][C:53](=[O:74])[C@H:54]([O:56][C:57]1[CH:62]=[C:61]([NH:9][S:6]([C:2]2[S:1][CH:5]=[CH:4][N:3]=2)(=[O:8])=[O:7])[N:60]=[C:59]([S:64][CH2:65][C:66]2[CH:71]=[CH:70][CH:69]=[C:68]([F:72])[C:67]=2[F:73])[N:58]=1)[CH3:55])[CH3:51]. The catalyst class is: 62. (6) Reactant: CCN(CC)CC.[C:8]1(=[O:18])[O:13][C:11](=O)[C:10]2=[CH:14][CH:15]=[CH:16][CH:17]=[C:9]12.Cl.[CH3:20][O:21][C:22](=[O:35])[C@H:23]([CH2:25][C:26]1[C:34]2[C:29](=[CH:30][CH:31]=[CH:32][CH:33]=2)[NH:28][CH:27]=1)[NH2:24]. Product: [CH3:20][O:21][C:22](=[O:35])[C@@H:23]([N:24]1[C:8](=[O:18])[C:9]2[C:10](=[CH:14][CH:15]=[CH:16][CH:17]=2)[C:11]1=[O:13])[CH2:25][C:26]1[C:34]2[C:29](=[CH:30][CH:31]=[CH:32][CH:33]=2)[NH:28][CH:27]=1. The catalyst class is: 11. (7) Reactant: [CH3:1][O:2][C:3]1[CH:4]=[C:5]([S:11]([N:14]2[CH2:18][CH2:17][CH:16]([NH:19][S:20]([C:23]3[CH:28]=[CH:27][C:26]([O:29][CH3:30])=[C:25]([O:31][CH3:32])[CH:24]=3)(=[O:22])=[O:21])[CH2:15]2)(=[O:13])=[O:12])[CH:6]=[CH:7][C:8]=1[O:9][CH3:10].N[CH:34]1[CH2:38]CN[CH2:35]1.C(N(C(C)C)CC)(C)C.COC1C=C(S(Cl)(=O)=O)C=CC=1OC. Product: [CH3:1][O:2][C:3]1[CH:4]=[C:5]([S:11]([N:14]2[CH2:18][CH2:17][CH:16]([N:19]([CH2:35][CH2:34][CH3:38])[S:20]([C:23]3[CH:28]=[CH:27][C:26]([O:29][CH3:30])=[C:25]([O:31][CH3:32])[CH:24]=3)(=[O:22])=[O:21])[CH2:15]2)(=[O:12])=[O:13])[CH:6]=[CH:7][C:8]=1[O:9][CH3:10]. The catalyst class is: 2.